From a dataset of Reaction yield outcomes from USPTO patents with 853,638 reactions. Predict the reaction yield, written as a fraction of the theoretical maximum amount of product (1.0 means a 100% yield; for example, 0.34 means a 34% yield). The product is [CH2:1]([O:3][C:4]([N:6]1[C:14]2[C:9](=[CH:10][CH:11]=[C:12]([Cl:15])[CH:13]=2)[C:8]2([CH:16]([CH:17]3[CH2:18][CH2:19][CH2:20][CH2:21][CH2:22]3)[CH2:35][C:33](=[O:34])[NH:32][CH:31]2[C:28]2[CH:29]=[CH:30][C:25]([Cl:24])=[CH:26][CH:27]=2)[C:7]1=[O:23])=[O:5])[CH3:2]. The yield is 0.720. The catalyst is C1(C)C=CC=CC=1. The reactants are [CH2:1]([O:3][C:4]([N:6]1[C:14]2[C:9](=[CH:10][CH:11]=[C:12]([Cl:15])[CH:13]=2)/[C:8](=[CH:16]/[CH:17]2[CH2:22][CH2:21][CH2:20][CH2:19][CH2:18]2)/[C:7]1=[O:23])=[O:5])[CH3:2].[Cl:24][C:25]1[CH:30]=[CH:29][C:28]([CH:31]=[N:32][C:33]([O:35][Si](C)(C)C)=[CH2:34])=[CH:27][CH:26]=1.